This data is from Forward reaction prediction with 1.9M reactions from USPTO patents (1976-2016). The task is: Predict the product of the given reaction. Given the reactants C(OP([C:9]#[N:10])(=O)OCC)C.[CH3:11][C:12]1[CH:20]=[CH:19][C:15]([C:16](O)=[O:17])=[CH:14][C:13]=1[NH:21][C:22]1[N:27]=[C:26]([C:28]2[CH:29]=[N:30][CH:31]=[CH:32][CH:33]=2)[CH:25]=[CH:24][N:23]=1.[OH:34][C:35]([C:38]1[CH:39]=[C:40](N)[CH:41]=[C:42]([C:44]([F:47])([F:46])[F:45])[CH:43]=1)([CH3:37])[CH3:36].C(N(CC)CC)C.C(=O)([O-])O.[Na+], predict the reaction product. The product is: [CH3:11][C:12]1[CH:20]=[CH:19][C:15]([C:16]([NH:10][CH2:9][C:40]2[CH:41]=[C:42]([C:44]([F:47])([F:46])[F:45])[CH:43]=[C:38]([C:35]([OH:34])([CH3:37])[CH3:36])[CH:39]=2)=[O:17])=[CH:14][C:13]=1[NH:21][C:22]1[N:27]=[C:26]([C:28]2[CH:29]=[N:30][CH:31]=[CH:32][CH:33]=2)[CH:25]=[CH:24][N:23]=1.